This data is from Forward reaction prediction with 1.9M reactions from USPTO patents (1976-2016). The task is: Predict the product of the given reaction. (1) Given the reactants Cl.[NH2:2][C:3]1[C:4]([C:13]([NH:15][C@@H:16]([CH:21]2[CH2:26][CH2:25][CH2:24][CH2:23][CH2:22]2)[C:17]([O:19][CH3:20])=[O:18])=[O:14])=[CH:5][C:6]2[C:11]([CH:12]=1)=[CH:10][CH:9]=[CH:8][CH:7]=2.[CH:27]1([C:30]2[CH:31]=[C:32](C)[C:33]([N:37]=[C:38]=[O:39])=[C:34](C)[CH:35]=2)[CH2:29][CH2:28]1.C(N(CC)CC)C.CCOC(C)=O.CCCCCC, predict the reaction product. The product is: [CH:21]1([C@H:16]([NH:15][C:13]([C:4]2[C:3]([NH:2][C:38]([NH:37][C:33]3[CH:34]=[CH:35][C:30]([CH:27]4[CH2:28][CH2:29]4)=[CH:31][CH:32]=3)=[O:39])=[CH:12][C:11]3[C:6](=[CH:7][CH:8]=[CH:9][CH:10]=3)[CH:5]=2)=[O:14])[C:17]([O:19][CH3:20])=[O:18])[CH2:26][CH2:25][CH2:24][CH2:23][CH2:22]1. (2) Given the reactants C([O:3][C:4]([CH:6]1[CH2:11][CH2:10][N:9]([C:12](=[O:38])[C:13]2[CH:18]=[CH:17][C:16]([S:19](=[O:37])(=[O:36])[NH:20][C:21]3[CH:26]=[CH:25][CH:24]=[CH:23][C:22]=3[O:27][C:28]3[CH:33]=[CH:32][C:31]([Cl:34])=[CH:30][C:29]=3[Cl:35])=[CH:15][CH:14]=2)[CH2:8][CH2:7]1)=[O:5])C.O.CO, predict the reaction product. The product is: [Cl:35][C:29]1[CH:30]=[C:31]([Cl:34])[CH:32]=[CH:33][C:28]=1[O:27][C:22]1[CH:23]=[CH:24][CH:25]=[CH:26][C:21]=1[NH:20][S:19]([C:16]1[CH:17]=[CH:18][C:13]([C:12]([N:9]2[CH2:8][CH2:7][CH:6]([C:4]([OH:5])=[O:3])[CH2:11][CH2:10]2)=[O:38])=[CH:14][CH:15]=1)(=[O:36])=[O:37]. (3) Given the reactants [C:1]([O:5][C:6](=[O:24])[CH2:7][N:8]([CH2:16][C:17]([O:19][C:20]([CH3:23])([CH3:22])[CH3:21])=[O:18])[C:9]1[CH:14]=[CH:13][CH:12]=[CH:11][C:10]=1[OH:15])([CH3:4])([CH3:3])[CH3:2].[H-].[Na+].[CH2:27](Br)[C:28]1[CH:33]=[CH:32][CH:31]=[CH:30][CH:29]=1, predict the reaction product. The product is: [C:1]([O:5][C:6](=[O:24])[CH2:7][N:8]([C:9]1[CH:14]=[CH:13][CH:12]=[CH:11][C:10]=1[O:15][CH2:27][C:28]1[CH:33]=[CH:32][CH:31]=[CH:30][CH:29]=1)[CH2:16][C:17]([O:19][C:20]([CH3:23])([CH3:22])[CH3:21])=[O:18])([CH3:4])([CH3:3])[CH3:2]. (4) Given the reactants [Cl:1][C:2]1[N:3]=[C:4]2[NH:12][C@H:11]([C:13]([F:16])([F:15])[F:14])[CH2:10][CH2:9][N:5]2[C:6](=[O:8])[CH:7]=1.C(=O)([O-])[O-].[Cs+].[Cs+].Br[CH2:24][C:25]([C:27]1[C:28]([CH3:33])=[N:29][O:30][C:31]=1[CH3:32])=[O:26], predict the reaction product. The product is: [Cl:1][C:2]1[N:3]=[C:4]2[N:12]([CH2:24][C:25]([C:27]3[C:28]([CH3:33])=[N:29][O:30][C:31]=3[CH3:32])=[O:26])[C@H:11]([C:13]([F:14])([F:15])[F:16])[CH2:10][CH2:9][N:5]2[C:6](=[O:8])[CH:7]=1. (5) Given the reactants Br[C:2]1[C:10]2[N:9]3[CH2:11][CH2:12][NH:13][C:14](=[O:15])[C:8]3=[C:7]([CH3:16])[C:6]=2[CH:5]=[C:4]([Cl:17])[CH:3]=1.[N+:18]([C:21]1[CH:26]=[CH:25][C:24](B(O)O)=[CH:23][CH:22]=1)([O-:20])=[O:19], predict the reaction product. The product is: [Cl:17][C:4]1[CH:3]=[C:2]([C:24]2[CH:25]=[CH:26][C:21]([N+:18]([O-:20])=[O:19])=[CH:22][CH:23]=2)[C:10]2[N:9]3[CH2:11][CH2:12][NH:13][C:14](=[O:15])[C:8]3=[C:7]([CH3:16])[C:6]=2[CH:5]=1.